This data is from Catalyst prediction with 721,799 reactions and 888 catalyst types from USPTO. The task is: Predict which catalyst facilitates the given reaction. Reactant: [CH3:1][C:2]1[C:6]([C:7]2[CH:19]=[C:18]([C:20]([NH2:22])=[O:21])[C:17]3[C:16]4[C:11](=[CH:12][C:13]([C:23]([OH:26])([CH3:25])[CH3:24])=[CH:14][CH:15]=4)[NH:10][C:9]=3[CH:8]=2)=[C:5]([CH3:27])[O:4][N:3]=1.CC1C=CC(S(O[CH2:39][C@@:40]2([F:47])[CH2:45][C@H:44]3[O:46][C@@H:41]2[CH2:42][CH2:43]3)(=O)=O)=CC=1.C([O-])([O-])=O.[Cs+].[Cs+]. Product: [CH3:27][C:5]1[O:4][N:3]=[C:2]([CH3:1])[C:6]=1[C:7]1[CH:19]=[C:18]([C:20]([NH2:22])=[O:21])[C:17]2[C:16]3[C:11](=[CH:12][C:13]([C:23]([OH:26])([CH3:24])[CH3:25])=[CH:14][CH:15]=3)[N:10]([CH2:39][C@@:40]3([F:47])[CH2:45][C@H:44]4[O:46][C@@H:41]3[CH2:42][CH2:43]4)[C:9]=2[CH:8]=1. The catalyst class is: 3.